This data is from Forward reaction prediction with 1.9M reactions from USPTO patents (1976-2016). The task is: Predict the product of the given reaction. (1) Given the reactants [N+](N[C:5]1C=[CH:9][CH:8]=[CH:7][CH:6]=1)([O-])=O.Cl.[N:12]([O-:14])=[O:13].[Na+].[C:16](=[O:19])(O)[O-].[Na+].[CH3:21][S-:22].[Na+], predict the reaction product. The product is: [CH3:21][S:22][C:9]1[CH:8]=[CH:7][CH:6]=[C:5]([N+:12]([O-:14])=[O:13])[C:16]=1[OH:19]. (2) Given the reactants [K+].[N:2]1[CH:7]=[CH:6][C:5]([NH:8][C:9]2[C:17]3[C:12](=[CH:13][CH:14]=[CH:15][CH:16]=3)[NH:11][C:10]=2[C:18]([O-:20])=[O:19])=[CH:4][CH:3]=1.CN(C=O)C.Cl[CH2:27][N:28]([C:39]1[CH:44]=[CH:43][CH:42]=[CH:41][CH:40]=1)[S:29]([C:32]1[CH:37]=[CH:36][C:35]([CH3:38])=[CH:34][CH:33]=1)(=[O:31])=[O:30].O, predict the reaction product. The product is: [C:39]1([N:28]([CH2:27][O:19][C:18]([C:10]2[NH:11][C:12]3[C:17]([C:9]=2[NH:8][C:5]2[CH:6]=[CH:7][N:2]=[CH:3][CH:4]=2)=[CH:16][CH:15]=[CH:14][CH:13]=3)=[O:20])[S:29]([C:32]2[CH:33]=[CH:34][C:35]([CH3:38])=[CH:36][CH:37]=2)(=[O:31])=[O:30])[CH:44]=[CH:43][CH:42]=[CH:41][CH:40]=1. (3) Given the reactants [CH3:1][C:2]1([CH3:20])[O:7][CH2:6][CH:5]([CH2:8][O:9][C:10]2[C:15]([CH3:16])=[CH:14][N:13]=[C:12]([CH2:17][OH:18])[C:11]=2[CH3:19])[CH2:4][O:3]1.[OH-].[Na+].[C:23]1([CH3:33])[CH:28]=[CH:27][C:26]([S:29](Cl)(=[O:31])=[O:30])=[CH:25][CH:24]=1, predict the reaction product. The product is: [CH3:33][C:23]1[CH:28]=[CH:27][C:26]([S:29]([O:18][CH2:17][C:12]2[C:11]([CH3:19])=[C:10]([O:9][CH2:8][CH:5]3[CH2:6][O:7][C:2]([CH3:20])([CH3:1])[O:3][CH2:4]3)[C:15]([CH3:16])=[CH:14][N:13]=2)(=[O:31])=[O:30])=[CH:25][CH:24]=1. (4) Given the reactants [F:1][C:2]1[CH:3]=[C:4]2[C:8](=[CH:9][CH:10]=1)[NH:7][C:6]([CH3:11])=[CH:5]2.[H-].[Na+].Br[CH2:15][C:16]([O:18][CH3:19])=[O:17], predict the reaction product. The product is: [F:1][C:2]1[CH:3]=[C:4]2[C:8](=[CH:9][CH:10]=1)[N:7]([CH2:15][C:16]([O:18][CH3:19])=[O:17])[C:6]([CH3:11])=[CH:5]2. (5) Given the reactants [Br:1][C:2]1[CH:7]=[CH:6][C:5]([CH:8]=[CH:9][C:10]([C:12]2[CH:17]=[CH:16][C:15]([N+:18]([O-])=O)=[CH:14][CH:13]=2)=[O:11])=[CH:4][CH:3]=1.[Sn](Cl)Cl, predict the reaction product. The product is: [Br:1][C:2]1[CH:7]=[CH:6][C:5]([CH:8]=[CH:9][C:10]([C:12]2[CH:13]=[CH:14][C:15]([NH2:18])=[CH:16][CH:17]=2)=[O:11])=[CH:4][CH:3]=1. (6) The product is: [Cl:14][C:8]1[CH:9]=[CH:10][CH:11]=[C:12]([F:13])[C:7]=1[CH2:6][CH2:5][CH2:4][OH:3]. Given the reactants C([O:3][C:4](=O)[CH:5]=[CH:6][C:7]1[C:12]([F:13])=[CH:11][CH:10]=[CH:9][C:8]=1[Cl:14])C.[H-].[Al+3].[Li+].[H-].[H-].[H-], predict the reaction product. (7) Given the reactants [ClH:1].C([O:9][C:10]([NH:12][CH2:13][CH2:14][CH2:15][C@@H:16]([C:33](=[O:51])[N:34]([CH2:48][CH2:49][OH:50])[CH2:35][CH2:36][NH:37][C:38](=[O:47])[O:39][CH2:40][C:41]1[CH:46]=[CH:45][CH:44]=[CH:43][CH:42]=1)[NH:17][C:18]([CH:20]1[CH2:25][CH2:24][CH2:23][N:22](C(OC(C)(C)C)=O)[CH2:21]1)=[O:19])=[O:11])C1C=CC=CC=1, predict the reaction product. The product is: [ClH:1].[CH2:40]([N:12]([CH2:13][CH2:14][CH2:15][C@H:16]([NH:17][C:18]([CH:20]1[CH2:25][CH2:24][CH2:23][NH:22][CH2:21]1)=[O:19])[C:33]([N:34]([CH2:35][CH2:36][NH:37][C:38]([O:39][CH2:40][C:41]1[CH:46]=[CH:45][CH:44]=[CH:43][CH:42]=1)=[O:47])[CH2:48][CH2:49][OH:50])=[O:51])[C:10](=[O:11])[OH:9])[C:41]1[CH:46]=[CH:45][CH:44]=[CH:43][CH:42]=1.